Dataset: Catalyst prediction with 721,799 reactions and 888 catalyst types from USPTO. Task: Predict which catalyst facilitates the given reaction. (1) Product: [F:24][C:2]([F:1])([F:23])[C:3]1[CH:4]=[C:5]2[C:10](=[CH:11][CH:12]=1)[N:9]=[CH:8][CH:7]=[C:6]2[S:13][C:14]1([C:18]([OH:20])=[O:19])[CH2:17][CH2:16][CH2:15]1. Reactant: [F:1][C:2]([F:24])([F:23])[C:3]1[CH:4]=[C:5]2[C:10](=[CH:11][CH:12]=1)[N:9]=[CH:8][CH:7]=[C:6]2[S:13][C:14]1([C:18]([O:20]CC)=[O:19])[CH2:17][CH2:16][CH2:15]1.[OH-].[Na+]. The catalyst class is: 24. (2) Reactant: [CH3:1][S:2](Cl)(=[O:4])=[O:3].[CH3:6][S:7]([C:10]1[CH:11]=[C:12]([NH2:17])[CH:13]=[C:14]([NH2:16])[CH:15]=1)(=[O:9])=[O:8].N1C=CC=CC=1. Product: [NH2:17][C:12]1[CH:13]=[C:14]([NH:16][S:2]([CH3:1])(=[O:4])=[O:3])[CH:15]=[C:10]([S:7]([CH3:6])(=[O:8])=[O:9])[CH:11]=1. The catalyst class is: 2. (3) Reactant: [Cl:1][C:2]1[CH:7]=[CH:6][CH:5]=[CH:4][C:3]=1[C:8]1[N:9]([C:24]2[CH:29]=[CH:28][C:27]([Cl:30])=[CH:26][CH:25]=2)[C:10]2[C:15]([N:16]=1)=[C:14]([NH:17][C@H:18]1[CH2:23][CH2:22][CH2:21][NH:20][CH2:19]1)[N:13]=[CH:12][N:11]=2.[C:31](OC(=O)C)(=[O:33])[CH3:32]. Product: [Cl:1][C:2]1[CH:7]=[CH:6][CH:5]=[CH:4][C:3]=1[C:8]1[N:9]([C:24]2[CH:25]=[CH:26][C:27]([Cl:30])=[CH:28][CH:29]=2)[C:10]2[C:15]([N:16]=1)=[C:14]([NH:17][C@H:18]1[CH2:23][CH2:22][CH2:21][N:20]([C:31](=[O:33])[CH3:32])[CH2:19]1)[N:13]=[CH:12][N:11]=2. The catalyst class is: 17. (4) Reactant: [OH:1][C:2]1[CH:7]=[CH:6][C:5]([C:8](=[O:16])[CH2:9][C:10]2[CH:15]=[CH:14][CH:13]=[CH:12][CH:11]=2)=[CH:4][C:3]=1[CH3:17].C(=O)([O-])[O-].[K+].[K+].[CH3:24][CH2:25][O:26][C:27]([CH2:29]Br)=[O:28]. Product: [CH3:17][C:3]1[CH:4]=[C:5]([C:8](=[O:16])[CH2:9][C:10]2[CH:11]=[CH:12][CH:13]=[CH:14][CH:15]=2)[CH:6]=[CH:7][C:2]=1[O:1][CH2:29][C:27]([O:26][CH2:25][CH3:24])=[O:28]. The catalyst class is: 3. (5) Product: [CH3:26][O:27][C:2]1[N:7]=[C:6]([C:8]2[C:17]3[CH2:16][CH2:15][CH2:14][CH2:13][C:12]=3[N:11]=[C:10]([O:18][CH2:19][C:20]3[CH:25]=[CH:24][CH:23]=[CH:22][N:21]=3)[CH:9]=2)[CH:5]=[N:4][CH:3]=1. Reactant: Cl[C:2]1[N:7]=[C:6]([C:8]2[C:17]3[CH2:16][CH2:15][CH2:14][CH2:13][C:12]=3[N:11]=[C:10]([O:18][CH2:19][C:20]3[CH:25]=[CH:24][CH:23]=[CH:22][N:21]=3)[CH:9]=2)[CH:5]=[N:4][CH:3]=1.[CH3:26][O-:27].[Na+].CO.O. The catalyst class is: 13. (6) Reactant: C(OC([N:8]1[CH2:13][CH2:12][N:11]2[C:14]([C:20]([F:23])([F:22])[F:21])=[N:15][C:16]([C:17](=[O:19])[CH3:18])=[C:10]2[CH2:9]1)=O)(C)(C)C.Cl. Product: [F:23][C:20]([F:21])([F:22])[C:14]1[N:11]2[CH2:12][CH2:13][NH:8][CH2:9][C:10]2=[C:16]([C:17](=[O:19])[CH3:18])[N:15]=1. The catalyst class is: 13. (7) The catalyst class is: 5. Product: [Cl:29][C:24]1[C:25]([O:27][CH3:28])=[CH:26][C:21]([C@H:6]2[C@H:5]([OH:4])[C@@H:10]([OH:11])[C@H:9]([OH:15])[C@@H:8]([CH2:16][OH:17])[O:7]2)=[CH:22][C:23]=1[CH2:30][C:31]1[CH:36]=[CH:35][C:34]([O:37][CH2:38][CH3:39])=[CH:33][CH:32]=1. Reactant: C([O:4][C@@H:5]1[C@@H:10]([O:11]C(=O)C)[C@H:9]([OH:15])[C@@H:8]([CH2:16][O:17]C(=O)C)[O:7][C@H:6]1[C:21]1[CH:26]=[C:25]([O:27][CH3:28])[C:24]([Cl:29])=[C:23]([CH2:30][C:31]2[CH:36]=[CH:35][C:34]([O:37][CH2:38][CH3:39])=[CH:33][CH:32]=2)[CH:22]=1)(=O)C.C[O-].[Na+].CC(O)=O.